From a dataset of Reaction yield outcomes from USPTO patents with 853,638 reactions. Predict the reaction yield, written as a fraction of the theoretical maximum amount of product (1.0 means a 100% yield; for example, 0.34 means a 34% yield). (1) The reactants are [N+:1]([C:4]1[CH:9]=[CH:8][C:7]([CH:10]=[CH:11][CH:12]=[CH:13][C:14]2[CH:19]=[CH:18][C:17]([CH:20]=[CH:21][CH:22]=[CH:23][C:24]3[CH:29]=[CH:28][C:27]([N+:30]([O-])=O)=[CH:26][CH:25]=3)=[CH:16][CH:15]=2)=[CH:6][CH:5]=1)([O-])=O.CN(C)C=O.Cl.[OH-].[Na+]. The catalyst is O.[Fe]. The product is [NH2:1][C:4]1[CH:9]=[CH:8][C:7]([CH:10]=[CH:11][CH:12]=[CH:13][C:14]2[CH:19]=[CH:18][C:17]([CH:20]=[CH:21][CH:22]=[CH:23][C:24]3[CH:25]=[CH:26][C:27]([NH2:30])=[CH:28][CH:29]=3)=[CH:16][CH:15]=2)=[CH:6][CH:5]=1. The yield is 0.735. (2) The reactants are [OH:1][C:2]1[CH:7]=[CH:6][C:5]([C:8]2[O:9][C:10]3[CH:16]=[CH:15][C:14]([C:17](O)=[O:18])=[CH:13][C:11]=3[CH:12]=2)=[CH:4][CH:3]=1. The catalyst is C1COCC1. The product is [OH:18][CH2:17][C:14]1[CH:15]=[CH:16][C:10]2[O:9][C:8]([C:5]3[CH:6]=[CH:7][C:2]([OH:1])=[CH:3][CH:4]=3)=[CH:12][C:11]=2[CH:13]=1. The yield is 0.370. (3) The reactants are [CH2:1]([O:8][C:9]1[C:14](=[O:15])[CH:13]=[C:12]([CH2:16][NH:17][S:18]([C:21]2[CH:26]=[CH:25][CH:24]=[C:23]([Cl:27])[CH:22]=2)(=[O:20])=[O:19])[N:11]([CH3:28])[C:10]=1[C:29]([OH:31])=O)[C:2]1[CH:7]=[CH:6][CH:5]=[CH:4][CH:3]=1.[CH:32]([NH:35]C(C1N(C)C(CNS(C2C=CC=CC=2)(=O)=O)=CC(=O)C=1OCC1C=CC=CC=1)=O)([CH3:34])[CH3:33]. No catalyst specified. The product is [CH:32]([NH:35][C:29]([C:10]1[N:11]([CH3:28])[C:12]([CH2:16][NH:17][S:18]([C:21]2[CH:26]=[CH:25][CH:24]=[C:23]([Cl:27])[CH:22]=2)(=[O:20])=[O:19])=[CH:13][C:14](=[O:15])[C:9]=1[O:8][CH2:1][C:2]1[CH:3]=[CH:4][CH:5]=[CH:6][CH:7]=1)=[O:31])([CH3:34])[CH3:33]. The yield is 0.555. (4) The reactants are Cl[C:2]1[CH2:7][C:6]([CH3:9])([CH3:8])[CH2:5][C:4](=[O:10])[CH:3]=1.[I-].[K+]. The catalyst is [Zn].CO. The product is [CH3:8][C:6]1([CH3:9])[CH2:5][C:4](=[O:10])[CH:3]=[CH:2][CH2:7]1. The yield is 0.630. (5) The reactants are [CH3:1][O:2][C:3]1[CH:46]=[CH:45][C:6]([CH2:7][N:8]([CH2:36][C:37]2[CH:42]=[CH:41][C:40]([O:43][CH3:44])=[CH:39][CH:38]=2)[C:9]2[N:14]=[C:13]([CH3:15])[N:12]=[C:11]([C:16]3[CH:17]=[C:18]([CH2:31][NH:32][CH2:33][CH2:34][OH:35])[CH:19]=[N:20][C:21]=3[NH:22][C:23]3[CH:24]=[N:25][C:26]([O:29][CH3:30])=[CH:27][CH:28]=3)[N:10]=2)=[CH:5][CH:4]=1.[Cl:47][CH2:48][C:49](Cl)=[O:50].C(N(CC)CC)C.C([O-])([O-])=O.[K+].[K+]. The catalyst is C1COCC1.O.CO. The product is [CH3:44][O:43][C:40]1[CH:39]=[CH:38][C:37]([CH2:36][N:8]([CH2:7][C:6]2[CH:5]=[CH:4][C:3]([O:2][CH3:1])=[CH:46][CH:45]=2)[C:9]2[N:14]=[C:13]([CH3:15])[N:12]=[C:11]([C:16]3[CH:17]=[C:18]([CH2:31][N:32]([CH2:33][CH2:34][OH:35])[C:49](=[O:50])[CH2:48][Cl:47])[CH:19]=[N:20][C:21]=3[NH:22][C:23]3[CH:24]=[N:25][C:26]([O:29][CH3:30])=[CH:27][CH:28]=3)[N:10]=2)=[CH:42][CH:41]=1. The yield is 0.830.